Task: Regression/Classification. Given a drug SMILES string, predict its absorption, distribution, metabolism, or excretion properties. Task type varies by dataset: regression for continuous measurements (e.g., permeability, clearance, half-life) or binary classification for categorical outcomes (e.g., BBB penetration, CYP inhibition). For this dataset (ppbr_az), we predict Y.. Dataset: Plasma protein binding rate (PPBR) regression data from AstraZeneca (1) The drug is c1ccc(-c2nnc3ccc(NC4CC4)nn23)cc1. The Y is 95.4 %. (2) The compound is Cc1cc(C)nc(SCC(N)=O)n1. The Y is 21.2 %. (3) The molecule is COc1cc(OC)c(S(=O)(=O)NCc2ccccc2N2CCC(C(=O)O)CC2)cc1NC(=O)CCC(=O)O. The Y is 80.7 %. (4) The drug is COc1cc2ncc(C(N)=O)c(Nc3ccc(F)cc3F)c2cc1NCCN1CCOCC1. The Y is 92.2 %. (5) The Y is 89.0 %. The molecule is COc1ccc(-c2nc3cc(C4=NNC(=O)CC4C)ccc3[nH]2)cc1. (6) The molecule is Cc1cc(-c2ccc(-c3nc4ccncc4c(O)c3C#N)cc2)ccn1. The Y is 99.6 %. (7) The drug is CC(=O)[C@@]1(O)CC[C@H]2[C@@H]3CCC4=CC(=O)CCC4=C3[C@@H](c3ccc(N(C)C)cc3)C[C@@]21C. The Y is 99.5 %. (8) The Y is 76.8 %. The drug is CC(C)(C)NC(=O)NCCN1CCC(O)(CNC(=O)c2cc(Cl)cc(Cl)c2)CC1. (9) The compound is CC(O)(C(=O)Nc1ccc(S(=O)(=O)N2CCCC2)cc1)C(F)(F)F. The Y is 78.0 %. (10) The molecule is NC(=O)NC(=O)C(Nc1ccc2c(c1)CCC2)c1ccccc1. The Y is 97.0 %.